From a dataset of Catalyst prediction with 721,799 reactions and 888 catalyst types from USPTO. Predict which catalyst facilitates the given reaction. (1) The catalyst class is: 5. Reactant: CC1C=CC(S([O:11][C:12]2[CH:17]=[CH:16][C:15]([Br:18])=[C:14]([O:19][CH3:20])[CH:13]=2)(=O)=O)=CC=1.[OH-].[Na+]. Product: [Br:18][C:15]1[CH:16]=[CH:17][C:12]([OH:11])=[CH:13][C:14]=1[O:19][CH3:20]. (2) Reactant: C(Cl)(=O)C([Cl:4])=O.[N+:7]([C:10]1[CH:24]=[CH:23][C:13]([CH2:14][P:15](=O)([O:19]CC)[O:16][CH2:17][CH3:18])=[CH:12][CH:11]=1)([O-:9])=[O:8]. Product: [N+:7]([C:10]1[CH:24]=[CH:23][C:13]([CH2:14][P:15]([Cl:4])(=[O:19])[O:16][CH2:17][CH3:18])=[CH:12][CH:11]=1)([O-:9])=[O:8]. The catalyst class is: 366.